This data is from Full USPTO retrosynthesis dataset with 1.9M reactions from patents (1976-2016). The task is: Predict the reactants needed to synthesize the given product. (1) Given the product [CH:21]1[C:22]2[C:27](=[CH:26][CH:25]=[CH:24][CH:23]=2)[CH:18]=[C:19]([OH:29])[C:20]=1[OH:28].[CH3:1][C:2]([CH2:4][CH2:5][C:6]1[CH:7]=[CH:8][C:9]2[CH:10]=[C:11]([O:16][CH3:17])[CH:12]=[CH:13][C:14]=2[CH:15]=1)=[O:3].[CH:13]1[C:14]2[C:9](=[CH:8][CH:7]=[CH:6][CH:15]=2)[CH:10]=[C:11]([OH:16])[C:12]=1[OH:28], predict the reactants needed to synthesize it. The reactants are: [CH3:1][C:2]([CH2:4][CH2:5][C:6]1[CH:7]=[CH:8][C:9]2[CH:10]=[C:11]([O:16][CH3:17])[CH:12]=[CH:13][C:14]=2[CH:15]=1)=[O:3].[CH:18]1[C:27]2[C:22](=[CH:23][CH:24]=[CH:25][CH:26]=2)[CH:21]=[C:20]([OH:28])[C:19]=1[OH:29]. (2) Given the product [CH:5]1[C:4]([N+:1]([O-:3])=[O:2])=[CH:9][N:8]([CH:10]2[O:32][CH:31]([CH2:33][OH:34])[CH:21]([OH:22])[CH:11]2[OH:12])[C:7](=[O:43])[CH:6]=1, predict the reactants needed to synthesize it. The reactants are: [N+:1]([C:4]1[CH:5]=[CH:6][C:7](=[O:43])[N:8]([C@@H:10]2[O:32][C@H:31]([CH2:33][O:34]C(=O)C3C=CC=CC=3)[C@@H:21]([O:22]C(=O)C3C=CC=CC=3)[C@H:11]2[O:12]C(=O)C2C=CC=CC=2)[CH:9]=1)([O-:3])=[O:2]. (3) Given the product [CH:1]1[CH:2]=[CH:3][C:4]([CH:7]([N:15]2[CH2:20][CH2:19][N:18]([CH2:21][CH2:22][O:23][CH2:24][C:25]([OH:27])=[O:26])[CH2:17][CH2:16]2)[C:8]2[CH:9]=[CH:10][C:11]([Cl:14])=[CH:12][CH:13]=2)=[CH:5][CH:6]=1.[ClH:14].[ClH:14], predict the reactants needed to synthesize it. The reactants are: [CH:1]1[CH:2]=[CH:3][C:4]([CH:7]([N:15]2[CH2:20][CH2:19][N:18]([CH2:21][CH2:22][O:23][CH2:24][C:25]([OH:27])=[O:26])[CH2:17][CH2:16]2)[C:8]2[CH:9]=[CH:10][C:11]([Cl:14])=[CH:12][CH:13]=2)=[CH:5][CH:6]=1. (4) Given the product [F:1][C:2]1[CH:7]=[C:6]([F:8])[CH:5]=[CH:4][C:3]=1[C:9]([OH:37])([CH2:31][N:32]1[CH:36]=[N:35][N:34]=[N:33]1)[C:10]([F:30])([F:29])[C:11]1[CH:16]=[CH:15][C:14]([CH2:17][C:18]2[CH:19]=[CH:20][C:21]([C:24]([F:27])([F:25])[F:26])=[CH:22][CH:23]=2)=[CH:13][N:12]=1, predict the reactants needed to synthesize it. The reactants are: [F:1][C:2]1[CH:7]=[C:6]([F:8])[CH:5]=[CH:4][C:3]=1[C:9]([OH:37])([CH2:31][N:32]1[CH:36]=[N:35][N:34]=[N:33]1)[C:10]([F:30])([F:29])[C:11]1[CH:16]=[CH:15][C:14]([CH:17](O)[C:18]2[CH:23]=[CH:22][C:21]([C:24]([F:27])([F:26])[F:25])=[CH:20][CH:19]=2)=[CH:13][N:12]=1.C([SiH](CC)CC)C. (5) Given the product [CH2:14]([C:10]1([CH3:16])[O:11][CH2:12][CH2:13][N:8]([CH2:1][C:2]2[CH:3]=[CH:4][CH:5]=[CH:6][CH:7]=2)[C:9]1=[O:15])[CH:26]=[CH2:27], predict the reactants needed to synthesize it. The reactants are: [CH2:1]([N:8]1[CH2:13][CH2:12][O:11][CH:10]([CH3:14])[C:9]1=[O:15])[C:2]1[CH:7]=[CH:6][CH:5]=[CH:4][CH:3]=1.[CH3:16][Si](C)(C)[N-][Si](C)(C)C.[Li+].[CH2:26](I)[CH:27]=C. (6) Given the product [CH3:9][C:10]1[CH:11]=[CH:12][C:13]2[N:14]([C:2]([CH2:1][OH:4])=[C:17]([C:19]3[CH:24]=[CH:23][CH:22]=[C:21]([N+:25]([O-:27])=[O:26])[CH:20]=3)[N:18]=2)[CH:15]=1, predict the reactants needed to synthesize it. The reactants are: [C:1]([O-:4])(=O)[CH3:2].[Na+].C=O.O.[CH3:9][C:10]1[CH:11]=[CH:12][C:13]2[N:14](C=[C:17]([C:19]3[CH:24]=[CH:23][CH:22]=[C:21]([N+:25]([O-:27])=[O:26])[CH:20]=3)[N:18]=2)[CH:15]=1. (7) Given the product [NH2:7][C:8]1[CH:13]=[C:12]([F:14])[CH:11]=[CH:10][C:9]=1[NH:15][C:16](=[O:25])/[CH:17]=[CH:18]/[C:19]1[CH:20]=[N:21][N:22]([CH3:24])[CH:23]=1, predict the reactants needed to synthesize it. The reactants are: C(OC(=O)[NH:7][C:8]1[CH:13]=[C:12]([F:14])[CH:11]=[CH:10][C:9]=1[NH:15][C:16](=[O:25])/[CH:17]=[CH:18]/[C:19]1[CH:20]=[N:21][N:22]([CH3:24])[CH:23]=1)(C)(C)C.Cl.